This data is from Reaction yield outcomes from USPTO patents with 853,638 reactions. The task is: Predict the reaction yield, written as a fraction of the theoretical maximum amount of product (1.0 means a 100% yield; for example, 0.34 means a 34% yield). (1) The yield is 0.690. The reactants are CC1C=CC(S(O[CH2:12][CH:13]2[CH2:17][C:16]3[CH:18]=[CH:19][CH:20]=[C:21]([C:22]4[CH:27]=[CH:26][C:25]([Cl:28])=[CH:24][CH:23]=4)[C:15]=3[O:14]2)(=O)=O)=CC=1.[N-:29]=[N+]=[N-].[Na+].N(CC1CC2C=C(Cl)C=C(C3C=CSC=3)C=2O1)=[N+]=[N-].N(CC1CC2C=CC=C(C3C=CC(F)=CC=3)C=2O1)=[N+]=[N-].[N-]=[N+]=[N-]. The product is [Cl:28][C:25]1[CH:26]=[CH:27][C:22]([C:21]2[C:15]3[O:14][CH:13]([CH2:12][NH2:29])[CH2:17][C:16]=3[CH:18]=[CH:19][CH:20]=2)=[CH:23][CH:24]=1. The catalyst is [Pt]. (2) The reactants are [CH3:1][O:2][C:3](=[O:13])[C:4]1[CH:9]=[CH:8][C:7]([CH2:10][NH2:11])=[N:6][C:5]=1[Cl:12].[C:14](OC(=O)C)(=[O:16])C. The catalyst is C(O)=O. The product is [CH3:1][O:2][C:3](=[O:13])[C:4]1[CH:9]=[CH:8][C:7]([CH2:10][NH:11][CH:14]=[O:16])=[N:6][C:5]=1[Cl:12]. The yield is 0.900. (3) The reactants are [C:1]([CH:5]1[CH2:14][CH2:13][C:12]2[N:11]=[C:10]3[S:15][C:16]([NH2:18])=[CH:17][C:9]3=[CH:8][C:7]=2[CH2:6]1)([CH3:4])([CH3:3])[CH3:2].C(N(CC)CC)C.[C:26](Cl)(=[O:28])[CH3:27]. The catalyst is C(Cl)Cl. The product is [C:1]([CH:5]1[CH2:14][CH2:13][C:12]2[N:11]=[C:10]3[S:15][C:16]([NH:18][C:26](=[O:28])[CH3:27])=[CH:17][C:9]3=[CH:8][C:7]=2[CH2:6]1)([CH3:4])([CH3:2])[CH3:3]. The yield is 0.330. (4) The reactants are [S:1]1[CH:5]=[CH:4][C:3]([N:6]([S:14]([C:17]2[CH:21]=[CH:20][S:19][CH:18]=2)(=[O:16])=[O:15])[C:7](=[O:13])[O:8][C:9]([CH3:12])([CH3:11])[CH3:10])=[CH:2]1.[Li]CCCC.[Cl-].[NH4+]. No catalyst specified. The product is [S:19]1[C:18]2[C:2]3[S:1][CH:5]=[CH:4][C:3]=3[N:6]([C:7]([O:8][C:9]([CH3:11])([CH3:12])[CH3:10])=[O:13])[S:14](=[O:15])(=[O:16])[C:17]=2[CH:21]=[CH:20]1. The yield is 0.650. (5) The reactants are [C:1]1([C:7]#[C:8][C:9]2[CH:10]=[C:11]([CH:14]=[O:15])[O:12][CH:13]=2)[CH:6]=[CH:5][CH:4]=[CH:3][CH:2]=1. The catalyst is CO.[Pd]. The product is [CH2:8]([C:9]1[CH:10]=[C:11]([CH:14]=[O:15])[O:12][CH:13]=1)[CH2:7][C:1]1[CH:2]=[CH:3][CH:4]=[CH:5][CH:6]=1. The yield is 0.970. (6) The reactants are [Cl:1][C:2]1[N:7]=[N:6][C:5]([NH:8][NH:9][C:10](=O)[C:11]([F:28])([F:27])[C:12]2[CH:13]=[C:14]3[C:19](=[CH:20][CH:21]=2)[N:18]=[CH:17][C:16]([O:22][CH2:23][CH2:24][O:25][CH3:26])=[CH:15]3)=[CH:4][CH:3]=1.COCCOC.C(Cl)Cl. The catalyst is Cl.CO. The product is [Cl:1][C:2]1[CH:3]=[CH:4][C:5]2[N:6]([C:10]([C:11]([F:28])([F:27])[C:12]3[CH:13]=[C:14]4[C:19](=[CH:20][CH:21]=3)[N:18]=[CH:17][C:16]([O:22][CH2:23][CH2:24][O:25][CH3:26])=[CH:15]4)=[N:9][N:8]=2)[N:7]=1. The yield is 0.562.